This data is from Full USPTO retrosynthesis dataset with 1.9M reactions from patents (1976-2016). The task is: Predict the reactants needed to synthesize the given product. (1) The reactants are: [F:1][C:2]1[CH:3]=[C:4]([NH:13][C:14]([C@H:16]2[C:25]3[C:20](=[CH:21][C:22]([CH2:26][O:27][CH3:28])=[CH:23][CH:24]=3)[CH2:19][CH2:18][N:17]2[C:29]([C@@H:31]2[CH2:34][C@H:33]([CH2:35][C:36]([OH:38])=[O:37])[CH2:32]2)=[O:30])=[O:15])[CH:5]=[C:6]2[C:10]=1[C:9]([CH3:12])([CH3:11])[CH2:8][CH2:7]2.[OH-].[K+:40]. Given the product [C:4](#[N:13])[CH3:3].[F:1][C:2]1[CH:3]=[C:4]([NH:13][C:14]([C@H:16]2[C:25]3[C:20](=[CH:21][C:22]([CH2:26][O:27][CH3:28])=[CH:23][CH:24]=3)[CH2:19][CH2:18][N:17]2[C:29]([C@@H:31]2[CH2:34][C@H:33]([CH2:35][C:36]([O-:38])=[O:37])[CH2:32]2)=[O:30])=[O:15])[CH:5]=[C:6]2[C:10]=1[C:9]([CH3:12])([CH3:11])[CH2:8][CH2:7]2.[K+:40], predict the reactants needed to synthesize it. (2) Given the product [C:1]1([S:7]([NH2:11])(=[O:9])=[O:8])[CH:6]=[CH:5][CH:4]=[CH:3][CH:2]=1, predict the reactants needed to synthesize it. The reactants are: [C:1]1([S:7](Cl)(=[O:9])=[O:8])[CH:6]=[CH:5][CH:4]=[CH:3][CH:2]=1.[NH3:11].